Dataset: Peptide-MHC class I binding affinity with 185,985 pairs from IEDB/IMGT. Task: Regression. Given a peptide amino acid sequence and an MHC pseudo amino acid sequence, predict their binding affinity value. This is MHC class I binding data. (1) The peptide sequence is KCDICTDEY. The MHC is HLA-B40:01 with pseudo-sequence HLA-B40:01. The binding affinity (normalized) is 0.0847. (2) The peptide sequence is PVIDRLPSET. The MHC is HLA-A68:02 with pseudo-sequence HLA-A68:02. The binding affinity (normalized) is 0. (3) The peptide sequence is SSGLSRYVARL. The MHC is Patr-B0101 with pseudo-sequence Patr-B0101. The binding affinity (normalized) is 0.295. (4) The peptide sequence is YLISIFLHLV. The MHC is HLA-A02:06 with pseudo-sequence HLA-A02:06. The binding affinity (normalized) is 0.801. (5) The peptide sequence is FEANALSVI. The MHC is HLA-B39:01 with pseudo-sequence HLA-B39:01. The binding affinity (normalized) is 0.238. (6) The peptide sequence is IEELRQHLL. The MHC is HLA-B27:05 with pseudo-sequence HLA-B27:05. The binding affinity (normalized) is 0. (7) The peptide sequence is LQRLSATL. The MHC is Mamu-A07 with pseudo-sequence Mamu-A07. The binding affinity (normalized) is 0.342. (8) The peptide sequence is RINLLVQYGA. The MHC is HLA-A02:02 with pseudo-sequence HLA-A02:02. The binding affinity (normalized) is 0.146. (9) The peptide sequence is VGAVYVKF. The binding affinity (normalized) is 0.847. The MHC is Mamu-B52 with pseudo-sequence Mamu-B52. (10) The peptide sequence is CTELKLSDY. The MHC is HLA-A69:01 with pseudo-sequence HLA-A69:01. The binding affinity (normalized) is 0.0847.